Task: Predict the reaction yield, written as a fraction of the theoretical maximum amount of product (1.0 means a 100% yield; for example, 0.34 means a 34% yield).. Dataset: Reaction yield outcomes from USPTO patents with 853,638 reactions (1) The reactants are [C:1]([O:5][C:6]([N:8]1[CH2:15][C@H:14]([OH:16])[CH2:13][C@@H:9]1[C:10]([OH:12])=O)=[O:7])([CH3:4])([CH3:3])[CH3:2].Cl.[CH:18]12[CH2:27][CH:22]3[CH2:23][CH:24]([CH2:26][CH:20]([CH2:21]3)[CH:19]1[NH2:28])[CH2:25]2.CN(C(ON1N=NC2C=CC=NC1=2)=[N+](C)C)C.F[P-](F)(F)(F)(F)F.C(N(CC)CC)C. The catalyst is CN(C=O)C. The product is [C:1]([O:5][C:6]([N:8]1[CH2:15][C@H:14]([OH:16])[CH2:13][C@@H:9]1[C:10]([NH:28][CH:19]1[CH:18]2[CH2:27][CH:22]3[CH2:23][CH:24]([CH2:26][CH:20]1[CH2:21]3)[CH2:25]2)=[O:12])=[O:7])([CH3:2])([CH3:3])[CH3:4]. The yield is 1.03. (2) The reactants are FC(F)(F)S(O[C:7]1[CH:13]2[CH2:14][CH:10]([CH2:11][N:12]2[C:15]([O:17][C:18]([CH3:21])([CH3:20])[CH3:19])=[O:16])[CH2:9][CH:8]=1)(=O)=O.C(N(CC)CC)C.[CH3:31][Si:32]([C:35]#[CH:36])([CH3:34])[CH3:33]. The catalyst is C1(C)C=CC=CC=1. The product is [CH3:31][Si:32]([C:35]#[C:36][C:7]1[CH:13]2[CH2:14][CH:10]([CH2:11][N:12]2[C:15]([O:17][C:18]([CH3:21])([CH3:20])[CH3:19])=[O:16])[CH2:9][CH:8]=1)([CH3:34])[CH3:33]. The yield is 0.589.